Dataset: Reaction yield outcomes from USPTO patents with 853,638 reactions. Task: Predict the reaction yield, written as a fraction of the theoretical maximum amount of product (1.0 means a 100% yield; for example, 0.34 means a 34% yield). (1) The reactants are O(C1C=CC=CC=1)C1C=CC=CC=1.[CH3:14][O:15][C:16]1[CH:17]=[C:18]([NH:22][CH:23]=[C:24]2[C:29](=[O:30])OC(C)(C)OC2=O)[CH:19]=[CH:20][CH:21]=1. No catalyst specified. The product is [CH3:14][O:15][C:16]1[CH:17]=[C:18]2[C:19]([C:29]([OH:30])=[CH:24][CH:23]=[N:22]2)=[CH:20][CH:21]=1. The yield is 0.300. (2) The reactants are [CH3:1][C:2]1[C:7]([OH:8])=[CH:6][CH:5]=[CH:4][N:3]=1.[H-].[Na+].[Br:11][C:12]1[CH:13]=[C:14]([N+]([O-])=O)[C:15]([C:18]#[N:19])=[N:16][CH:17]=1.O. The catalyst is CN(C=O)C. The product is [Br:11][C:12]1[CH:13]=[C:14]([O:8][C:7]2[C:2]([CH3:1])=[N:3][CH:4]=[CH:5][CH:6]=2)[C:15]([C:18]#[N:19])=[N:16][CH:17]=1. The yield is 0.480. (3) The product is [Br:8][C:6]1[CH:7]=[C:2]([NH:1][S:19]([CH2:18][CH2:17][CH2:16][Cl:15])(=[O:21])=[O:20])[CH:3]=[N:4][CH:5]=1. No catalyst specified. The yield is 0.143. The reactants are [NH2:1][C:2]1[CH:3]=[N:4][CH:5]=[C:6]([Br:8])[CH:7]=1.N1C=CC=CC=1.[Cl:15][CH2:16][CH2:17][CH2:18][S:19](Cl)(=[O:21])=[O:20].C([O-])(O)=O.[Na+]. (4) The reactants are [OH:1][C:2]1[CH:7]=[CH:6][CH:5]=[CH:4][C:3]=1[NH:8][C:9](=[O:16])[C:10]1[CH:15]=[CH:14][CH:13]=[CH:12][CH:11]=1.Cl[CH2:18][C:19]1([CH3:22])[CH2:21][O:20]1. The catalyst is [Cl-].C([N+](CC)(CC)CC)C1C=CC=CC=1.O. The product is [CH3:18][C:19]1([CH2:22][O:1][C:2]2[CH:7]=[CH:6][CH:5]=[CH:4][C:3]=2[NH:8][C:9](=[O:16])[C:10]2[CH:15]=[CH:14][CH:13]=[CH:12][CH:11]=2)[CH2:21][O:20]1. The yield is 0.620. (5) The reactants are [C:1]([OH:8])(=[O:7])/[CH:2]=[CH:3]/[C:4]([OH:6])=[O:5].[C:9]([C:12]([CH3:44])([CH3:43])[CH2:13][NH:14][C:15](=[O:42])[C@H:16]([CH:39]([CH3:41])[CH3:40])[CH2:17][C@H:18]([OH:38])[C@@H:19]([NH2:37])[CH2:20][N:21]1[CH2:26][C:25](=[O:27])[N:24]([C:28]2[CH:33]=[CH:32][CH:31]=[CH:30][C:29]=2[CH3:34])[CH2:23][C:22]1([CH3:36])[CH3:35])(=[O:11])[NH2:10]. The catalyst is [Cl-].[Na+].O.CO. The product is [C:1]([OH:8])(=[O:7])/[CH:2]=[CH:3]/[C:4]([OH:6])=[O:5].[C:9]([C:12]([CH3:43])([CH3:44])[CH2:13][NH:14][C:15](=[O:42])[C@H:16]([CH:39]([CH3:40])[CH3:41])[CH2:17][C@H:18]([OH:38])[C@@H:19]([NH2:37])[CH2:20][N:21]1[CH2:26][C:25](=[O:27])[N:24]([C:28]2[CH:33]=[CH:32][CH:31]=[CH:30][C:29]=2[CH3:34])[CH2:23][C:22]1([CH3:36])[CH3:35])(=[O:11])[NH2:10]. The yield is 0.670. (6) The reactants are [F:1][C:2]([F:24])([F:23])[CH:3]([C:14]1[CH:19]=[C:18]([Cl:20])[C:17]([Cl:21])=[C:16]([Cl:22])[CH:15]=1)/[CH:4]=[CH:5]/[C:6]1[CH:11]=[CH:10][C:9]([NH:12][NH2:13])=[CH:8][CH:7]=1.CCN(C(C)C)C(C)C.C1C=CC2N(O)N=NC=2C=1.O.CCN=C=NCCCN(C)C.Cl.[CH:57]1([C:60](Cl)=[O:61])[CH2:59][CH2:58]1. The catalyst is C(Cl)Cl.C([O-])(O)=O.[Na+]. The product is [F:24][C:2]([F:1])([F:23])[CH:3]([C:14]1[CH:15]=[C:16]([Cl:22])[C:17]([Cl:21])=[C:18]([Cl:20])[CH:19]=1)/[CH:4]=[CH:5]/[C:6]1[CH:11]=[CH:10][C:9]([NH:12][NH:13][C:60]([CH:57]2[CH2:59][CH2:58]2)=[O:61])=[CH:8][CH:7]=1. The yield is 0.550. (7) The reactants are Br[C:2]1(Br)[C:10]2[C:5](=[N:6][CH:7]=[CH:8][C:9]=2[Cl:11])[NH:4][C:3]1=[O:12]. The catalyst is [Pd].C(O)C. The product is [Cl:11][C:9]1[CH:8]=[CH:7][N:6]=[C:5]2[NH:4][C:3](=[O:12])[CH2:2][C:10]=12. The yield is 0.620.